Dataset: Full USPTO retrosynthesis dataset with 1.9M reactions from patents (1976-2016). Task: Predict the reactants needed to synthesize the given product. Given the product [ClH:27].[CH2:1]([O:4][C:5]1[CH:12]=[CH:11][C:8]([C:9](=[NH:19])[NH2:10])=[C:7]([C:13]([F:14])([F:15])[F:16])[CH:6]=1)[CH2:2][CH3:3], predict the reactants needed to synthesize it. The reactants are: [CH2:1]([O:4][C:5]1[CH:12]=[CH:11][C:8]([C:9]#[N:10])=[C:7]([C:13]([F:16])([F:15])[F:14])[CH:6]=1)[CH2:2][CH3:3].C[Si](C)(C)[N-:19][Si](C)(C)C.[K+].[ClH:27].